From a dataset of Catalyst prediction with 721,799 reactions and 888 catalyst types from USPTO. Predict which catalyst facilitates the given reaction. (1) Product: [N+:1]([C:4]1[CH:9]=[CH:8][C:7]([OH:10])=[CH:6][CH:5]=1)([O-:3])=[O:2].[ClH:15]. Reactant: [N+:1]([C:4]1[CH:9]=[CH:8][C:7]([OH:10])=[C:6](CO)[CH:5]=1)([O-:3])=[O:2].S(Cl)([Cl:15])=O. The catalyst class is: 1. (2) Reactant: [CH3:1][C:2]1[CH:7]=[CH:6][C:5]([C:8]2[N:12]=[C:11]([CH2:13][CH2:14][C:15](=[O:17])[CH3:16])[O:10][N:9]=2)=[CH:4][C:3]=1[N+:18]([O-:20])=[O:19].CCCC[N+](CCCC)(CCCC)CCCC.[F-].[F:39][C:40]([Si](C)(C)C)([F:42])[F:41]. Product: [F:39][C:40]([F:42])([F:41])[C:15]([CH3:16])([OH:17])[CH2:14][CH2:13][C:11]1[O:10][N:9]=[C:8]([C:5]2[CH:6]=[CH:7][C:2]([CH3:1])=[C:3]([N+:18]([O-:20])=[O:19])[CH:4]=2)[N:12]=1. The catalyst class is: 1.